Dataset: Forward reaction prediction with 1.9M reactions from USPTO patents (1976-2016). Task: Predict the product of the given reaction. (1) Given the reactants N1CCCCC1.[CH:7]1([CH2:13][O:14][C:15]2[CH:22]=[CH:21][C:18]([CH:19]=O)=[CH:17][C:16]=2[O:23][CH3:24])[CH2:12][CH2:11][CH2:10][CH2:9][CH2:8]1.C([CH2:28][C:29]([NH:31][C:32]1[CH:40]=[CH:39][CH:38]=[CH:37][C:33]=1[C:34]([OH:36])=[O:35])=[O:30])(O)=O.Cl, predict the reaction product. The product is: [CH:7]1([CH2:13][O:14][C:15]2[CH:22]=[CH:21][C:18](/[CH:19]=[CH:28]/[C:29]([NH:31][C:32]3[CH:40]=[CH:39][CH:38]=[CH:37][C:33]=3[C:34]([OH:36])=[O:35])=[O:30])=[CH:17][C:16]=2[O:23][CH3:24])[CH2:12][CH2:11][CH2:10][CH2:9][CH2:8]1. (2) Given the reactants [CH3:1][O:2][C:3]1[CH:4]=[C:5]2[C:10](=[CH:11][C:12]=1[O:13][CH2:14][CH2:15][CH2:16][NH:17]C(=O)OC(C)(C)C)[N:9]=[CH:8][N:7]=[C:6]2[NH:25][C:26]1[CH:31]=[C:30]([NH:32][C:33](=[O:44])[C:34]2[CH:39]=[CH:38][CH:37]=[C:36]([C:40]([F:43])([F:42])[F:41])[CH:35]=2)[CH:29]=[CH:28][C:27]=1[CH3:45].[ClH:46], predict the reaction product. The product is: [Cl-:46].[CH3:1][O:2][C:3]1[CH:4]=[C:5]2[C:10](=[CH:11][C:12]=1[O:13][CH2:14][CH2:15][CH2:16][NH3+:17])[N:9]=[CH:8][N:7]=[C:6]2[NH:25][C:26]1[CH:31]=[C:30]([NH:32][C:33](=[O:44])[C:34]2[CH:39]=[CH:38][CH:37]=[C:36]([C:40]([F:43])([F:42])[F:41])[CH:35]=2)[CH:29]=[CH:28][C:27]=1[CH3:45].